Dataset: Ames mutagenicity test results for genotoxicity prediction. Task: Regression/Classification. Given a drug SMILES string, predict its toxicity properties. Task type varies by dataset: regression for continuous values (e.g., LD50, hERG inhibition percentage) or binary classification for toxic/non-toxic outcomes (e.g., AMES mutagenicity, cardiotoxicity, hepatotoxicity). Dataset: ames. (1) The molecule is CS(=O)c1ccc(Cl)cc1. The result is 0 (non-mutagenic). (2) The drug is C1CCC2(CC1)CO2. The result is 0 (non-mutagenic). (3) The molecule is Cc1cc(C)c2c(ccc3ccccc32)c1. The result is 1 (mutagenic). (4) The result is 0 (non-mutagenic). The drug is ClC(Cl)C(Cl)Cl. (5) The drug is CCN(Cc1cccc(S(=O)(=O)O)c1)c1ccc(C(=C2C=CC(=[N+](CC)Cc3cccc(S(=O)(=O)O)c3)C=C2)c2ccc(O)cc2S(=O)(=O)O)cc1. The result is 0 (non-mutagenic). (6) The molecule is CC1(N)CCC(C(C)(C)N)CC1. The result is 0 (non-mutagenic). (7) The drug is CC(=O)Nc1ccc(N)cc1. The result is 1 (mutagenic).